This data is from Full USPTO retrosynthesis dataset with 1.9M reactions from patents (1976-2016). The task is: Predict the reactants needed to synthesize the given product. (1) Given the product [F:22][C:17]1[CH:18]=[CH:19][CH:20]=[CH:21][C:16]=1[CH:15]=[CH:14][C:5]1[CH:6]=[C:7]([OH:12])[C:8]([CH:9]([CH3:10])[CH3:11])=[C:3]([OH:2])[CH:4]=1, predict the reactants needed to synthesize it. The reactants are: C[O:2][C:3]1[CH:4]=[C:5]([CH:14]=[CH:15][C:16]2[CH:21]=[CH:20][CH:19]=[CH:18][C:17]=2[F:22])[CH:6]=[C:7]([O:12]C)[C:8]=1[CH:9]([CH3:11])[CH3:10].Cl.N1C=CC=CC=1.CCOCC. (2) Given the product [CH3:11][C:9]1[N:8]([CH3:12])[C:5]2=[N:6][CH:7]=[C:2]([B:13]3[O:17][C:16]([CH3:19])([CH3:18])[C:15]([CH3:21])([CH3:20])[O:14]3)[CH:3]=[C:4]2[N:10]=1, predict the reactants needed to synthesize it. The reactants are: Br[C:2]1[CH:3]=[C:4]2[N:10]=[C:9]([CH3:11])[N:8]([CH3:12])[C:5]2=[N:6][CH:7]=1.[B:13]1([B:13]2[O:17][C:16]([CH3:19])([CH3:18])[C:15]([CH3:21])([CH3:20])[O:14]2)[O:17][C:16]([CH3:19])([CH3:18])[C:15]([CH3:21])([CH3:20])[O:14]1.C(Cl)Cl.CC([O-])=O.[K+].